From a dataset of Forward reaction prediction with 1.9M reactions from USPTO patents (1976-2016). Predict the product of the given reaction. (1) Given the reactants [O:1]=[C:2]1[NH:6][C:5]2[CH:7]=[CH:8][C:9]([C:11]#[N:12])=[CH:10][C:4]=2[O:3]1.Br[CH2:14][CH2:15][CH:16]=[CH2:17].C(=O)([O-])[O-].[K+].[K+].CCOCC, predict the reaction product. The product is: [CH2:17]([N:6]1[C:5]2[CH:7]=[CH:8][C:9]([C:11]#[N:12])=[CH:10][C:4]=2[O:3][C:2]1=[O:1])[CH2:16][CH:15]=[CH2:14]. (2) Given the reactants [NH:1]1[CH:5]=[C:4]([C:6]2[CH:7]=[CH:8][C:9]3[N:10]([CH:12]=[C:13]([C:15]([O:17]CC)=[O:16])[N:14]=3)[CH:11]=2)[N:3]=[N:2]1.CC(C)(OC(NC1N=C(C2C=CC3N(C=C(C(O)=O)N=3)C=2)C=CC=1)=O)C, predict the reaction product. The product is: [NH:1]1[CH:5]=[C:4]([C:6]2[CH:7]=[CH:8][C:9]3[N:10]([CH:12]=[C:13]([C:15]([OH:17])=[O:16])[N:14]=3)[CH:11]=2)[N:3]=[N:2]1. (3) Given the reactants O[CH2:2][C:3]1[N:4]=[C:5]2[C:10]([N:11]3[CH2:16][CH2:15][O:14][CH2:13][CH2:12]3)=[CH:9][CH:8]=[N:7][N:6]2[C:17]=1[C:18]1[CH:19]=[CH:20][C:21]([N:24]2[CH2:29][CH2:28][N:27]([C:30]([O:32][C:33]([CH3:36])([CH3:35])[CH3:34])=[O:31])[CH2:26][CH2:25]2)=[N:22][CH:23]=1.[CH3:37]C(OI1(OC(C)=O)(OC(C)=O)OC(=O)C2C=CC=CC1=2)=O.C([O-])([O-])=O.[K+].[K+].[N+](=C(P(=O)(OC)OC)C(=O)C)=[N-], predict the reaction product. The product is: [C:2]([C:3]1[N:4]=[C:5]2[C:10]([N:11]3[CH2:16][CH2:15][O:14][CH2:13][CH2:12]3)=[CH:9][CH:8]=[N:7][N:6]2[C:17]=1[C:18]1[CH:19]=[CH:20][C:21]([N:24]2[CH2:29][CH2:28][N:27]([C:30]([O:32][C:33]([CH3:36])([CH3:35])[CH3:34])=[O:31])[CH2:26][CH2:25]2)=[N:22][CH:23]=1)#[CH:37]. (4) Given the reactants Cl.[Cl:2][C:3]1[CH:4]=[C:5]([CH:15]([NH2:17])[CH3:16])[CH:6]=[N:7][C:8]=1[O:9][CH2:10][C:11]([F:14])([F:13])[F:12].[NH2:18][C:19]1[N:24]=[C:23]([C:25](O)=[O:26])[CH:22]=[CH:21][N:20]=1, predict the reaction product. The product is: [NH2:18][C:19]1[N:24]=[C:23]([C:25]([NH:17][CH:15]([C:5]2[CH:6]=[N:7][C:8]([O:9][CH2:10][C:11]([F:12])([F:13])[F:14])=[C:3]([Cl:2])[CH:4]=2)[CH3:16])=[O:26])[CH:22]=[CH:21][N:20]=1. (5) Given the reactants Br[C:2]1[CH:3]=[C:4]([NH:11][C:12](=[O:14])[CH3:13])[CH:5]=[C:6]([N+:8]([O-:10])=[O:9])[CH:7]=1.[N:15]1[CH:20]=[CH:19][CH:18]=[CH:17][C:16]=1[OH:21].C(=O)([O-])[O-].[K+].[K+], predict the reaction product. The product is: [N+:8]([C:6]1[CH:5]=[C:4]([NH:11][C:12](=[O:14])[CH3:13])[CH:3]=[C:2]([N:15]2[CH:20]=[CH:19][CH:18]=[CH:17][C:16]2=[O:21])[CH:7]=1)([O-:10])=[O:9].